Dataset: Full USPTO retrosynthesis dataset with 1.9M reactions from patents (1976-2016). Task: Predict the reactants needed to synthesize the given product. (1) The reactants are: [C:1]([C:5]1[CH:50]=[CH:49][C:8]2[N:9]([CH2:41][O:42][CH2:43][CH2:44][Si:45]([CH3:48])([CH3:47])[CH3:46])[C:10]([CH2:12][CH2:13][CH2:14][CH2:15][NH:16][CH2:17][C@@H:18]3[C@H:22]4[O:23][C:24]([CH3:27])([CH3:26])[O:25][C@H:21]4[C@H:20]([N:28]4[C:32]5[N:33]=[CH:34][N:35]=[C:36]([NH:37][CH:38]6[CH2:40][CH2:39]6)[C:31]=5[CH:30]=[CH:29]4)[CH2:19]3)=[N:11][C:7]=2[CH:6]=1)([CH3:4])([CH3:3])[CH3:2].CCN(CC)CC.[CH3:58][S:59](Cl)(=[O:61])=[O:60]. Given the product [CH:38]1([NH:37][C:36]2[C:31]3[CH:30]=[CH:29][N:28]([C@H:20]4[C@@H:21]5[O:25][C:24]([CH3:27])([CH3:26])[O:23][C@@H:22]5[C@@H:18]([CH2:17][N:16]([CH2:15][CH2:14][CH2:13][CH2:12][C:10]5[N:9]([CH2:41][O:42][CH2:43][CH2:44][Si:45]([CH3:48])([CH3:47])[CH3:46])[C:8]6[CH:49]=[CH:50][C:5]([C:1]([CH3:2])([CH3:3])[CH3:4])=[CH:6][C:7]=6[N:11]=5)[S:59]([CH3:58])(=[O:61])=[O:60])[CH2:19]4)[C:32]=3[N:33]=[CH:34][N:35]=2)[CH2:40][CH2:39]1, predict the reactants needed to synthesize it. (2) Given the product [Cl:18][C:15]1[CH:16]=[N:17][C:4]2[N:3]=[C:2]([N:23]3[CH2:24][CH2:25][N:20]([CH3:19])[CH2:21][CH2:22]3)[N:7]3[N:8]=[C:9]([CH:11]4[CH2:13][CH2:12]4)[N:10]=[C:6]3[C:5]=2[CH:14]=1, predict the reactants needed to synthesize it. The reactants are: Cl[C:2]1[N:7]2[N:8]=[C:9]([CH:11]3[CH2:13][CH2:12]3)[N:10]=[C:6]2[C:5]2[CH:14]=[C:15]([Cl:18])[CH:16]=[N:17][C:4]=2[N:3]=1.[CH3:19][N:20]1[CH2:25][CH2:24][NH:23][CH2:22][CH2:21]1. (3) Given the product [F:1][CH:2]([F:15])[O:3][C:4]1[CH:5]=[C:6]2[C:10](=[CH:11][CH:12]=1)[N:9]([CH3:13])[N:8]=[C:7]2[Sn:25]([CH2:27][CH2:28][CH2:29][CH3:30])([CH2:31][CH2:32][CH2:33][CH3:34])[CH2:21][CH2:22][CH2:23][CH3:24], predict the reactants needed to synthesize it. The reactants are: [F:1][CH:2]([F:15])[O:3][C:4]1[CH:5]=[C:6]2[C:10](=[CH:11][CH:12]=1)[N:9]([CH3:13])[N:8]=[C:7]2I.C([Mg]Cl)(C)C.[CH2:21]([Sn:25]([CH2:31][CH2:32][CH2:33][CH3:34])([CH2:27][CH2:28][CH2:29][CH3:30])Cl)[CH2:22][CH2:23][CH3:24]. (4) The reactants are: Br[C:2]1[CH:3]=[C:4]([N:9]2[C:17]3[CH:16]=[CH:15][N:14]([CH3:18])[C:13](=[O:19])[C:12]=3[N:11]=[CH:10]2)[CH:5]=[CH:6][C:7]=1[F:8].[N:20]1[CH:25]=[CH:24][CH:23]=[C:22](B(O)O)[CH:21]=1. Given the product [F:8][C:7]1[CH:6]=[CH:5][C:4]([N:9]2[C:17]3[CH:16]=[CH:15][N:14]([CH3:18])[C:13](=[O:19])[C:12]=3[N:11]=[CH:10]2)=[CH:3][C:2]=1[C:22]1[CH:21]=[N:20][CH:25]=[CH:24][CH:23]=1, predict the reactants needed to synthesize it. (5) Given the product [CH3:19][N:15]1[CH2:16][CH2:17][CH2:18][C@@H:13]([CH2:12][O:11][C:5]2[C:6]3[N:7]([CH:8]=[CH:9][N:10]=3)[C:2]([C:44]3[CH:49]=[N:48][C:47]([N:50]4[CH2:54][CH2:53][CH2:52][C:51]4=[O:55])=[CH:46][CH:45]=3)=[C:3]([C:20]3[CH:27]=[CH:26][C:23]([C:24]#[N:25])=[CH:22][CH:21]=3)[N:4]=2)[CH2:14]1, predict the reactants needed to synthesize it. The reactants are: Cl[C:2]1[N:7]2[CH:8]=[CH:9][N:10]=[C:6]2[C:5]([O:11][CH2:12][C@@H:13]2[CH2:18][CH2:17][CH2:16][N:15]([CH3:19])[CH2:14]2)=[N:4][C:3]=1[C:20]1[CH:27]=[CH:26][C:23]([C:24]#[N:25])=[CH:22][CH:21]=1.P([O-])([O-])([O-])=O.[K+].[K+].[K+].CC1(C)C(C)(C)OB([C:44]2[CH:45]=[CH:46][C:47]([N:50]3[CH2:54][CH2:53][CH2:52][C:51]3=[O:55])=[N:48][CH:49]=2)O1. (6) The reactants are: [F:1][C:2]1([F:44])[C:9]2[C:8]([C:10]([F:13])([F:12])[F:11])=[N:7][N:6]([CH2:14][C:15]([NH:17][C@H:18]([C:28]3[C:33]([C:34]4[CH:35]=[CH:36][C:37]([F:43])=[C:38]([CH:42]=4)[C:39]([NH2:41])=[O:40])=[CH:32][CH:31]=[CH:30][N:29]=3)[CH2:19][C:20]3[CH:25]=[C:24]([F:26])[CH:23]=[C:22]([F:27])[CH:21]=3)=[O:16])[C:5]=2[CH2:4][CH2:3]1.CC(O)=[O:47]. Given the product [F:44][C:2]1([F:1])[C:9]2[C:8]([C:10]([F:11])([F:13])[F:12])=[N:7][N:6]([CH2:14][C:15]([NH:17][C@H:18]([C:28]3[C:33]([C:34]4[CH:35]=[CH:36][C:37]([F:43])=[C:38]([CH:42]=4)[C:39]([NH2:41])=[O:40])=[CH:32][CH:31]=[CH:30][N:29]=3)[CH2:19][C:20]3[CH:25]=[C:24]([F:26])[CH:23]=[C:22]([F:27])[CH:21]=3)=[O:16])[C:5]=2[C:4](=[O:47])[CH2:3]1, predict the reactants needed to synthesize it. (7) The reactants are: [CH3:1][O:2][C:3]1[CH:4]=[C:5]2[C:10](=[CH:11][C:12]=1[O:13][CH3:14])[CH2:9][NH:8][CH2:7][CH2:6]2.[C:15]([C:19]1[CH:33]=[CH:32][C:22]([O:23][C:24]2[CH:25]=[C:26]([CH:29]=[CH:30][CH:31]=2)[CH:27]=O)=[CH:21][CH:20]=1)([CH3:18])([CH3:17])[CH3:16].[BH-](OC(C)=O)(OC(C)=O)OC(C)=O.[Na+].[OH-].[Na+]. Given the product [C:15]([C:19]1[CH:33]=[CH:32][C:22]([O:23][C:24]2[CH:25]=[C:26]([CH:29]=[CH:30][CH:31]=2)[CH2:27][N:8]2[CH2:7][CH2:6][C:5]3[C:10](=[CH:11][C:12]([O:13][CH3:14])=[C:3]([O:2][CH3:1])[CH:4]=3)[CH2:9]2)=[CH:21][CH:20]=1)([CH3:18])([CH3:16])[CH3:17], predict the reactants needed to synthesize it.